This data is from Catalyst prediction with 721,799 reactions and 888 catalyst types from USPTO. The task is: Predict which catalyst facilitates the given reaction. The catalyst class is: 293. Reactant: [F:1][C:2]1[CH:7]=[CH:6][C:5]([O:8][CH3:9])=[CH:4][C:3]=1[C:10]1[CH:15]=[CH:14][C:13]([OH:16])=[CH:12][C:11]=1[C:17]1[CH2:18][C:19]([CH3:26])([CH3:25])[O:20][C:21]([CH3:24])([CH3:23])[CH:22]=1. Product: [F:1][C:2]1[CH:7]=[CH:6][C:5]([O:8][CH3:9])=[CH:4][C:3]=1[C:10]1[CH:15]=[CH:14][C:13]([OH:16])=[CH:12][C:11]=1[CH:17]1[CH2:18][C:19]([CH3:26])([CH3:25])[O:20][C:21]([CH3:24])([CH3:23])[CH2:22]1.